This data is from Experimentally validated miRNA-target interactions with 360,000+ pairs, plus equal number of negative samples. The task is: Binary Classification. Given a miRNA mature sequence and a target amino acid sequence, predict their likelihood of interaction. (1) The miRNA is hsa-miR-6758-3p with sequence ACUCAUUCUCCUCUGUCCAG. The protein sequence of the target gene is MWLLPALLLLCLSGCLSLKGPGSVTGTAGDSLTVWCQYESMYKGYNKYWCRGQYDTSCESIVETKGEEKVERNGRVSIRDHPEALAFTVTMQNLNEDDAGSYWCKIQTVWVLDSWSRDPSDLVRVYVSPAITTPRRTTHPATPPIFLVVNPGRNLSTGEVLTQNSGFRLSSPHFLLVVLLKLPLLLSMLGAVFWVNRPQWAPPGR. Result: 1 (interaction). (2) The miRNA is hsa-miR-4765 with sequence UGAGUGAUUGAUAGCUAUGUUC. The protein sequence of the target gene is MASGKVRCTRKLRSWIVEQVESGHFPGVCWDDAAKTMFRIPWKHAGKQDFREDQDAAIFKAWALFKEKHKDGDIGHPAVWKTRLRCALNKSSEFEEVPERGRMDVAEPYKVYRILPAGTLPNQPRNQKSPCKRSISCVSPEREENMENGRTNGVVNHSDSGSNIGGGGNGSNRSDSNSNCNSELEEGAGTTEATIREDPVFLEHQLPLNSDYSLLLTFIYGGRVVGKTQVHSLDCRLVAERSDSESSMEQVEFPKPDPLEPTQHLLNQLDRGVLVASNSRGLFVQRLCPIPISWNAPEAP.... Result: 0 (no interaction). (3) The miRNA is hsa-miR-2114-3p with sequence CGAGCCUCAAGCAAGGGACUU. The protein sequence of the target gene is MAAGAAEAAVAAVEEVGSAGQFEELLRLKAKSLLVVHFWAPWAPQCAQMNEVMAELAKELPQVSFVKLEAEGVPEVSEKYEISSVPTFLFFKNSQKIDRLDGAHAPELTKKVQRHASSGSFLPSANEHLKEDLNLRLKKLTHAAPCMLFMKGTPQEPRCGFSKQMVEILHKHNIQFSSFDIFSDEEVRQGLKAYSSWPTYPQLYVSGELIGGLDIIKELEASEELDTICPKAPKLEERLKVLTNKASVMLFMKGNKQEAKCGFSKQILEILNSTGVEYETFDILEDEEVRQGLKAYSNWP.... Result: 1 (interaction). (4) The miRNA is hsa-miR-331-3p with sequence GCCCCUGGGCCUAUCCUAGAA. The protein sequence of the target gene is MEDSEALGFEHMGLDPRLLQAVTDLGWSRPTLIQEKAIPLALEGKDLLARARTGSGKTAAYAIPMLQLLLHRKATGPVVEQAVRGLVLVPTKELARQAQSMIQQLATYCARDVRVANVSAAEDSVSQRAVLMEKPDVVVGTPSRILSHLQQDSLKLRDSLELLVVDEADLLFSFGFEEELKSLLCHLPRIYQAFLMSATFNEDVQALKELILHNPVTLKLQESQLPGPDQLQQFQVVCETEEDKFLLLYALLKLSLIRGKSLLFVNTLERSYRLRLFLEQFSIPTCVLNGELPLRSRCHI.... Result: 1 (interaction). (5) The miRNA is mmu-miR-346-5p with sequence UGUCUGCCCGAGUGCCUGCCUCU. The protein sequence of the target gene is MSTAAFHISSLLEKMTSSDKDFRFMATSDLMSELQKDSIQLDEDSERKVVKMLLRLLEDKNGEVQNLAVKCLGPLVVKVKEYQVETIVDTLCTNMRSDKEQLRDIAGIGLKTVLSELPPAATGSGLATNVCRKITGQLTSAIAQQEDVAVQLEALDILSDMLSRLGVPLGAFHASLLHCLLPQLSSPRLAVRKRAVGALGHLAAACSTDLFVELADHLLDRLPGPRVPTSPTAIRTLIQCLGSVGRQAGHRLGAHLDRLVPLVEDFCNLDDDELRESCLQAFEAFLRKCPKEMGPHVPNV.... Result: 0 (no interaction). (6) The miRNA is hsa-miR-134-3p with sequence CCUGUGGGCCACCUAGUCACCAA. The protein sequence of the target gene is MVNSRRVQPQPPGDAGRSPAPRASGPGRLVAGGAGLAVPGGLGEQRGLEIEMERIRQAAARDPPAGASASPSPPLSSCSRQAWSRDNPGFEAEEDDDDDEVEGEEGGMVVEMDVEWRPGSRRSASSSAVSSVGARGRGLGSYRGAAHLSGRRRRLEDQGAQCPSPAGGGDPLHRHLPLEGQPPRVAWAERLVRGLRGLWGTRLMEESNANREKYLKSVLRELVTYLFFLVVLCILTYGMMSSNVYYYTRTLSQLFIDTPVSKTEKTNFKTLSSMEDFWKFTEGSFLDGLYWKAQTSNHTQ.... Result: 0 (no interaction). (7) The miRNA is hsa-miR-5011-5p with sequence UAUAUAUACAGCCAUGCACUC. The protein sequence of the target gene is MAVLPGPLQLLGVLLTISLSSIRLIQAGAYYGIKPLPPQIPPQMPPQIPQYQPLGQQVPHMPLAKDGLAMGKEMPHLQYGKEYPHLPQYMKEIQPAPRMGKEAVPKKGKEIPLASLRGEQGPRGEPGPRGPPGPPGLPGHGIPGIKGKPGPQGYPGVGKPGMPGMPGKPGAMGMPGAKGEIGQKGEIGPMGIPGPQGPPGPHGLPGIGKPGGPGLPGQPGPKGDRGPKGLPGPQGLRGPKGDKGFGMPGAPGVKGPPGMHGPPGPVGLPGVGKPGVTGFPGPQGPLGKPGAPGEPGPQGP.... Result: 1 (interaction). (8) The protein sequence of the target gene is MVRPLNPRPLPPVVLMLLLLLPPSPLPLAAGDPLPTESRLMNSCLQARRKCQADPTCSAAYHHLDSCTSSISTPLPSEEPSVPADCLEAAQQLRNSSLIGCMCHRRMKNQVACLDIYWTVHRARSLGNYELDVSPYEDTVTSKPWKMNLSKLNMLKPDSDLCLKFAMLCTLNDKCDRLRKAYGEACSGPHCQRHVCLRQLLTFFEKAAEPHAQGLLLCPCAPNDRGCGERRRNTIAPNCALPPVAPNCLELRRLCFSDPLCRSRLVDFQTHCHPMDILGTCATEQSRCLRAYLGLIGTAM.... The miRNA is hsa-miR-133a-3p with sequence UUUGGUCCCCUUCAACCAGCUG. Result: 0 (no interaction).